The task is: Predict which catalyst facilitates the given reaction.. This data is from Catalyst prediction with 721,799 reactions and 888 catalyst types from USPTO. (1) Reactant: Cl.[OH:2][CH2:3][C:4]1[N:5]=[CH:6][NH:7][CH:8]=1.O[N:10]1[C:14](=[O:15])[C:13]2=[CH:16][CH:17]=[CH:18][CH:19]=[C:12]2[C:11]1=[O:20].C1(P(C2C=CC=CC=2)C2C=CC=CC=2)C=CC=CC=1.N(C(OCC)=O)=NC(OCC)=O. Product: [NH:7]1[CH:8]=[C:4]([CH2:3][O:2][N:10]2[C:14](=[O:15])[C:13]3[C:12](=[CH:19][CH:18]=[CH:17][CH:16]=3)[C:11]2=[O:20])[N:5]=[CH:6]1. The catalyst class is: 1. (2) Reactant: B.C1COCC1.[F:7][C:8]1[CH:16]=[CH:15][C:14]([O:17][C:18]2[CH:23]=[CH:22][CH:21]=[CH:20][CH:19]=2)=[CH:13][C:9]=1[C:10]([NH2:12])=O.[ClH:24]. Product: [ClH:24].[F:7][C:8]1[CH:16]=[CH:15][C:14]([O:17][C:18]2[CH:19]=[CH:20][CH:21]=[CH:22][CH:23]=2)=[CH:13][C:9]=1[CH2:10][NH2:12]. The catalyst class is: 1. (3) Reactant: [Cl:1][C:2]1[CH:7]=[CH:6][C:5]([C:8]2[S:9][C:10]([CH:13]=[O:14])=[CH:11][N:12]=2)=[CH:4][CH:3]=1.[BH4-].[Na+]. Product: [Cl:1][C:2]1[CH:3]=[CH:4][C:5]([C:8]2[S:9][C:10]([CH2:13][OH:14])=[CH:11][N:12]=2)=[CH:6][CH:7]=1. The catalyst class is: 5. (4) Reactant: [Cl:1][C:2]1[N:3]=[C:4]([C:9]([OH:11])=O)[NH:5][C:6]=1[CH2:7][CH3:8].S(Cl)(Cl)=O.[NH2:16][C:17]1[CH:22]=[CH:21][C:20]([C:23]2[O:24][CH:25]=[C:26]([C:28]([O:30][CH3:31])=[O:29])[N:27]=2)=[CH:19][C:18]=1[O:32][CH3:33]. Product: [Cl:1][C:2]1[N:3]=[C:4]([C:9]([NH:16][C:17]2[CH:22]=[CH:21][C:20]([C:23]3[O:24][CH:25]=[C:26]([C:28]([O:30][CH3:31])=[O:29])[N:27]=3)=[CH:19][C:18]=2[O:32][CH3:33])=[O:11])[NH:5][C:6]=1[CH2:7][CH3:8]. The catalyst class is: 17. (5) Reactant: C([O:8][C:9]1[CH:51]=[CH:50][C:12]([CH2:13][C:14]([C:40]([O:42]CC2C=CC=CC=2)=[O:41])([CH2:22][CH2:23][C@@H:24]([NH:32][C:33]([O:35][C:36]([CH3:39])([CH3:38])[CH3:37])=[O:34])[C:25]([O:27][C:28]([CH3:31])([CH3:30])[CH3:29])=[O:26])[C:15]([O:17][C:18]([CH3:21])([CH3:20])[CH3:19])=[O:16])=[CH:11][CH:10]=1)C1C=CC=CC=1. Product: [C:28]([O:27][C:25](=[O:26])[C@H:24]([NH:32][C:33]([O:35][C:36]([CH3:39])([CH3:38])[CH3:37])=[O:34])[CH2:23][CH2:22][C:14]([C:15]([O:17][C:18]([CH3:19])([CH3:20])[CH3:21])=[O:16])([CH2:13][C:12]1[CH:11]=[CH:10][C:9]([OH:8])=[CH:51][CH:50]=1)[C:40]([OH:42])=[O:41])([CH3:29])([CH3:30])[CH3:31]. The catalyst class is: 19.